This data is from Reaction yield outcomes from USPTO patents with 853,638 reactions. The task is: Predict the reaction yield, written as a fraction of the theoretical maximum amount of product (1.0 means a 100% yield; for example, 0.34 means a 34% yield). (1) The reactants are [H-].[Na+].Cl[CH2:4][C:5]([CH2:7]Cl)=[CH2:6].[OH:9][CH2:10][CH2:11][NH:12][C:13](=[O:19])[O:14][C:15]([CH3:18])([CH3:17])[CH3:16].CC(O)=O. The catalyst is CN(C)C=O.C1COCC1. The product is [CH2:6]=[C:5]1[CH2:7][O:9][CH2:10][CH2:11][N:12]([C:13]([O:14][C:15]([CH3:18])([CH3:17])[CH3:16])=[O:19])[CH2:4]1. The yield is 0.560. (2) The reactants are C([C@H]1CO1)(C1C=CC=CC=1)C1C=CC=CC=1.C([Mg]Br)=C.[C:21]1([CH:27]([C:33]2[CH:38]=[CH:37][CH:36]=[CH:35][CH:34]=2)[C@@H:28]([OH:32])[CH2:29][CH:30]=[CH2:31])[CH:26]=[CH:25][CH:24]=[CH:23][CH:22]=1. No catalyst specified. The product is [C:33]1([CH:27]([C:21]2[CH:22]=[CH:23][CH:24]=[CH:25][CH:26]=2)[C@H:28]([OH:32])[CH2:29][CH:30]=[CH2:31])[CH:34]=[CH:35][CH:36]=[CH:37][CH:38]=1. The yield is 0.700. (3) The reactants are [Br:1][C:2]1[C:11]([OH:12])=[CH:10][CH:9]=[C:8]2[C:3]=1[CH:4]=[CH:5][C:6]([CH2:13][N:14]([CH3:34])[C:15]([C:17]1[O:18][C:19]3[CH:33]=[CH:32][CH:31]=[CH:30][C:20]=3[C:21]=1[CH2:22][CH2:23][C:24]1[CH:29]=[CH:28][CH:27]=[CH:26][CH:25]=1)=[O:16])=[CH:7]2.Br[CH2:36][C:37]([O:39][CH3:40])=[O:38].C(=O)([O-])[O-].[K+].[K+]. The catalyst is CN(C=O)C. The product is [CH3:40][O:39][C:37](=[O:38])[CH2:36][O:12][C:11]1[CH:10]=[CH:9][C:8]2[C:3](=[CH:4][CH:5]=[C:6]([CH2:13][N:14]([CH3:34])[C:15]([C:17]3[O:18][C:19]4[CH:33]=[CH:32][CH:31]=[CH:30][C:20]=4[C:21]=3[CH2:22][CH2:23][C:24]3[CH:25]=[CH:26][CH:27]=[CH:28][CH:29]=3)=[O:16])[CH:7]=2)[C:2]=1[Br:1]. The yield is 0.960.